Dataset: Experimentally validated miRNA-target interactions with 360,000+ pairs, plus equal number of negative samples. Task: Binary Classification. Given a miRNA mature sequence and a target amino acid sequence, predict their likelihood of interaction. (1) The miRNA is hsa-miR-2681-3p with sequence UAUCAUGGAGUUGGUAAAGCAC. The protein sequence of the target gene is MAPWTLWRCCQRVVGWVPVLFITFVVVWSYYAYVVELCVSTISRTGEKGKTVVYLVAFHLFFVMFVWSYWMTIFTSPASPSKEFYLSNSEKERYEKEFSQERQQDILRRAARDLPIYTTSASKAIRYCEKCQLIKPDRAHHCSACDRCVLKMDHHCPWVNNCVGFTNYKFFMLFLLYSLLYCLFVAATVLEYFIKFWTLCRRKSTENCPKNEPTVLNFPSAKFHVLFLFFVSAMFFVSVLSLFSYHCWLVGKNRTTIESFRAPMFSYGIDGNGFSLGCSKNWRQVFGDEKKYWLVPIFSS.... Result: 0 (no interaction). (2) The miRNA is hsa-let-7b-3p with sequence CUAUACAACCUACUGCCUUCCC. The protein sequence of the target gene is MGARAFSHDSIFIPDGGAESEQTVQAMSQDNILGKVKTLQRQLGKNIKFGQRPSNAIPMKKAGSTDASSEEDFVLTSPMEIVTQQDIVPSDTENKSSDTPSSSSPLNLPEAGSDMEEKVAPVKPSRPKRHLSSAGTIESVNLDAIPLAIARLDNSAARHKLAVKPKNQRVSRKHRWLAQDRQNEPGSFESQSSLDQNGQLGEDKHIWHGEEPEPLESHEEKRLHEEYWRELEAKCKRQKAEAAEKRRQEEQRRQALERRLWEESLRQELLEEEEEGEEEEEVKEEGEEGEEVGLQPRAGK.... Result: 0 (no interaction). (3) Result: 1 (interaction). The protein sequence of the target gene is MACAEFSFHVPSLEELAGVMQKGLKDNFADVQVSVVDCPDLTKEPFTFPVKGICGKTRIAEVGGVPYLLPLVNQKKVYDLNKIAKEIKLPGAFILGAGAGPFQTLGFNSEFMPVIQTESEHKPPVNGSYFAHVNPADGGCLLEKYSEKCHDFQCALLANLFASEGQPGKVIEVKAKRRTGPLNFVTCMRETLEKHYGNKPIGMGGTFIIQKGKVKSHIMPAEFSSCPLNSDEEVNKWLHFYEMKAPLVCLPVFVSRDPGFDLRLEHTHFFSRHGEGGHYHYDTTPDIVEYLGYFLPAEFL.... The miRNA is hsa-miR-6499-3p with sequence AGCAGUGUUUGUUUUGCCCACA.